This data is from Forward reaction prediction with 1.9M reactions from USPTO patents (1976-2016). The task is: Predict the product of the given reaction. Given the reactants [C-:1]#[N:2].[Na+].[Cl:4][CH2:5][CH2:6][C:7]1[C:12]([CH2:13]Cl)=[CH:11][CH:10]=[C:9]([O:15][CH3:16])[N:8]=1.O.C(OCC)(=O)C, predict the reaction product. The product is: [Cl:4][CH2:5][CH2:6][C:7]1[C:12]([CH2:13][C:1]#[N:2])=[CH:11][CH:10]=[C:9]([O:15][CH3:16])[N:8]=1.